From a dataset of Reaction yield outcomes from USPTO patents with 853,638 reactions. Predict the reaction yield, written as a fraction of the theoretical maximum amount of product (1.0 means a 100% yield; for example, 0.34 means a 34% yield). (1) The reactants are [OH:1][C:2]1[CH:11]=[C:10]2[C:5]([C:6](=[O:12])[CH2:7][CH2:8][O:9]2)=[CH:4][CH:3]=1.[C:13]([O-])([O-])=O.[K+].[K+].CI. The catalyst is O1CCCC1. The product is [CH3:13][O:1][C:2]1[CH:11]=[C:10]2[C:5]([C:6](=[O:12])[CH2:7][CH2:8][O:9]2)=[CH:4][CH:3]=1. The yield is 0.721. (2) The reactants are [CH2:1]([O:8][C:9]1[CH:18]=[C:17]2[C:12]([C:13]([NH:20][C:21]3[CH:25]=[C:24]([CH3:26])[NH:23][N:22]=3)=[N:14][C:15](Cl)=[N:16]2)=[CH:11][C:10]=1[O:27][CH3:28])[C:2]1[CH:7]=[CH:6][CH:5]=[CH:4][CH:3]=1.[C:29]1([SH:35])[CH:34]=[CH:33][CH:32]=[CH:31][CH:30]=1. The catalyst is C(O)(C)(C)C. The product is [CH2:1]([O:8][C:9]1[CH:18]=[C:17]2[C:12]([C:13]([NH:20][C:21]3[CH:25]=[C:24]([CH3:26])[NH:23][N:22]=3)=[N:14][C:15]([S:35][C:29]3[CH:34]=[CH:33][CH:32]=[CH:31][CH:30]=3)=[N:16]2)=[CH:11][C:10]=1[O:27][CH3:28])[C:2]1[CH:7]=[CH:6][CH:5]=[CH:4][CH:3]=1. The yield is 0.620. (3) The reactants are Br[C:2]1[N:6]2[CH:7]=[CH:8][C:9]([CH:11]([F:13])[F:12])=[N:10][C:5]2=[N:4][CH:3]=1.[F:14][C:15]1[CH:20]=[CH:19][C:18]([C:21]2[C:22]([C:27]#[N:28])=[CH:23][CH:24]=[CH:25][CH:26]=2)=[CH:17][C:16]=1B1OC(C)(C)C(C)(C)O1. No catalyst specified. The product is [F:12][CH:11]([F:13])[C:9]1[CH:8]=[CH:7][N:6]2[C:2]([C:20]3[CH:19]=[C:18]([C:21]4[C:22]([C:27]#[N:28])=[CH:23][CH:24]=[CH:25][CH:26]=4)[CH:17]=[CH:16][C:15]=3[F:14])=[CH:3][N:4]=[C:5]2[N:10]=1. The yield is 0.490. (4) The reactants are Br[C:2]1[CH:3]=[CH:4][C:5]([NH:8][C:9](=[O:28])[CH2:10][C:11]2[CH:16]=[CH:15][C:14]([O:17][C:18]3[CH:23]=[CH:22][C:21]([N+:24]([O-:26])=[O:25])=[C:20]([OH:27])[CH:19]=3)=[CH:13][CH:12]=2)=[N:6][CH:7]=1.[Cl:29][C:30]1[CH:31]=[C:32](B(O)O)[CH:33]=[CH:34][C:35]=1[Cl:36]. No catalyst specified. The product is [Cl:29][C:30]1[CH:31]=[C:32]([C:2]2[CH:3]=[CH:4][C:5]([NH:8][C:9](=[O:28])[CH2:10][C:11]3[CH:16]=[CH:15][C:14]([O:17][C:18]4[CH:23]=[CH:22][C:21]([N+:24]([O-:26])=[O:25])=[C:20]([OH:27])[CH:19]=4)=[CH:13][CH:12]=3)=[N:6][CH:7]=2)[CH:33]=[CH:34][C:35]=1[Cl:36]. The yield is 0.450. (5) The reactants are [NH2:1][C:2]1[CH:10]=[C:9]([O:11][CH3:12])[CH:8]=[C:7]([O:13][CH3:14])[C:3]=1[C:4]([NH2:6])=[O:5].C([Si](C)(C)[O:20][CH2:21][CH2:22][O:23][C:24]1[CH:31]=[CH:30][C:27]([CH:28]=O)=[CH:26][C:25]=1[O:32][CH3:33])(C)(C)C.S([O-])(O)=O.[Na+].O.C1(C)C=CC(S(O)(=O)=O)=CC=1. The catalyst is CN(C)C(=O)C. The product is [OH:20][CH2:21][CH2:22][O:23][C:24]1[CH:31]=[CH:30][C:27]([C:28]2[NH:6][C:4](=[O:5])[C:3]3[C:2](=[CH:10][C:9]([O:11][CH3:12])=[CH:8][C:7]=3[O:13][CH3:14])[N:1]=2)=[CH:26][C:25]=1[O:32][CH3:33]. The yield is 0.0780. (6) The reactants are [C@@H:1]12[NH:8][CH2:7][C@@H:6]1[CH2:5][CH2:4][N:3]([C:9]([O:11][C:12]([CH3:15])([CH3:14])[CH3:13])=[O:10])[CH2:2]2.Cl[C:17]1[CH:22]=[CH:21][CH:20]=[C:19]([CH3:23])[N:18]=1.CCN(C(C)C)C(C)C. The catalyst is CC#N. The product is [CH3:23][C:19]1[N:18]=[C:17]([N:8]2[C@@H:1]3[C@@H:6]([CH2:5][CH2:4][N:3]([C:9]([O:11][C:12]([CH3:15])([CH3:14])[CH3:13])=[O:10])[CH2:2]3)[CH2:7]2)[CH:22]=[CH:21][CH:20]=1. The yield is 0.150. (7) The reactants are C[O:2][C:3]([C:5]1[CH:10]=[CH:9][N:8]=[C:7]([C:11]2[N:12]=[CH:13][N:14]([CH3:17])[C:15]=2Br)[CH:6]=1)=[O:4].[CH:18]1([CH2:21][O:22][C:23]2[CH:28]=[C:27]([F:29])[CH:26]=[CH:25][C:24]=2B(O)O)[CH2:20][CH2:19]1. No catalyst specified. The product is [CH:18]1([CH2:21][O:22][C:23]2[CH:28]=[C:27]([F:29])[CH:26]=[CH:25][C:24]=2[C:15]2[N:14]([CH3:17])[CH:13]=[N:12][C:11]=2[C:7]2[CH:6]=[C:5]([C:3]([OH:2])=[O:4])[CH:10]=[CH:9][N:8]=2)[CH2:19][CH2:20]1. The yield is 0.100.